The task is: Predict the reaction yield, written as a fraction of the theoretical maximum amount of product (1.0 means a 100% yield; for example, 0.34 means a 34% yield).. This data is from Reaction yield outcomes from USPTO patents with 853,638 reactions. (1) The reactants are [F:1][C:2]1[CH:3]=[C:4]([CH:39]=[C:40]([F:42])[CH:41]=1)[CH2:5][N:6]1[CH:10]=[CH:9][C:8]([C:11]2[C:19]3[C:14](=[N:15][CH:16]=[C:17]([C:20]4[CH:25]=[CH:24][C:23]([N:26]5[CH2:31][CH2:30][N:29](C(OC(C)(C)C)=O)[CH2:28][CH2:27]5)=[CH:22][CH:21]=4)[CH:18]=3)[NH:13][CH:12]=2)=[N:7]1.CO.[ClH:45]. The catalyst is C(OCC)C. The product is [ClH:45].[F:1][C:2]1[CH:3]=[C:4]([CH:39]=[C:40]([F:42])[CH:41]=1)[CH2:5][N:6]1[CH:10]=[CH:9][C:8]([C:11]2[C:19]3[C:14](=[N:15][CH:16]=[C:17]([C:20]4[CH:21]=[CH:22][C:23]([N:26]5[CH2:27][CH2:28][NH:29][CH2:30][CH2:31]5)=[CH:24][CH:25]=4)[CH:18]=3)[NH:13][CH:12]=2)=[N:7]1. The yield is 0.625. (2) The reactants are [CH2:1]([S:3][C:4]1[NH:9][C:8](=[O:10])[CH:7]=[C:6]([CH3:11])[N:5]=1)[CH3:2].Br[CH2:13][C:14]1[CH:19]=[CH:18][C:17]([C:20]2[C:21]([C:26]#[N:27])=[CH:22][CH:23]=[CH:24][CH:25]=2)=[CH:16][CH:15]=1.C(=O)([O-])[O-].[K+].[K+]. The catalyst is C(#N)C. The product is [CH2:1]([S:3][C:4]1[N:9]([CH2:13][C:14]2[CH:15]=[CH:16][C:17]([C:20]3[C:21]([C:26]#[N:27])=[CH:22][CH:23]=[CH:24][CH:25]=3)=[CH:18][CH:19]=2)[C:8](=[O:10])[CH:7]=[C:6]([CH3:11])[N:5]=1)[CH3:2]. The yield is 0.300. (3) The reactants are [CH2:1]([O:8][C:9]1[CH:10]=[C:11]([CH:13]=[CH:14][CH:15]=1)[NH2:12])[C:2]1[CH:7]=[CH:6][CH:5]=[CH:4][CH:3]=1.[C:16]([O:22][CH2:23][CH3:24])(=[O:21])[CH2:17][C:18]([CH3:20])=O.O.C1(C)C=CC(S(O)(=O)=O)=CC=1.O. The catalyst is C1CCCCC1. The product is [CH2:23]([O:22][C:16](=[O:21])[CH:17]=[C:18]([NH:12][C:11]1[CH:13]=[CH:14][CH:15]=[C:9]([O:8][CH2:1][C:2]2[CH:3]=[CH:4][CH:5]=[CH:6][CH:7]=2)[CH:10]=1)[CH3:20])[CH3:24]. The yield is 0.990. (4) The reactants are [Br:1][C:2]1[CH:15]=[CH:14][C:5]2[N:6]=[C:7]([C@@H:9]3[CH2:12][C@H:11](O)[CH2:10]3)[S:8][C:4]=2[CH:3]=1.C(=O)([O-])[O-].[K+].[K+].FC(F)(F)S(OS(C(F)(F)F)(=O)=O)(=O)=O.C([C@@H]([C@H](C(O)=O)O)O)(O)=O.[CH3:47][C@@H:48]1[CH2:52][CH2:51][CH2:50][NH:49]1. The catalyst is ClCCl. The product is [Br:1][C:2]1[CH:15]=[CH:14][C:5]2[N:6]=[C:7]([C@H:9]3[CH2:12][C@H:11]([N:49]4[CH2:50][CH2:51][CH2:52][C@H:48]4[CH3:47])[CH2:10]3)[S:8][C:4]=2[CH:3]=1. The yield is 0.450. (5) The reactants are Br[C:2]1[CH:3]=[N:4][N:5]([CH2:7][CH2:8][CH2:9][C:10]([N:12]([CH2:14][C:15]2[CH:20]=[C:19]([F:21])[CH:18]=[CH:17][C:16]=2[O:22][CH3:23])[CH3:13])=[O:11])[CH:6]=1.[N:24]1[CH:29]=[CH:28][C:27](B(O)O)=[CH:26][CH:25]=1. No catalyst specified. The product is [F:21][C:19]1[CH:18]=[CH:17][C:16]([O:22][CH3:23])=[C:15]([CH:20]=1)[CH2:14][N:12]([CH3:13])[C:10](=[O:11])[CH2:9][CH2:8][CH2:7][N:5]1[CH:6]=[C:2]([C:27]2[CH:28]=[CH:29][N:24]=[CH:25][CH:26]=2)[CH:3]=[N:4]1. The yield is 0.330. (6) The reactants are Br[C:2]1[CH:7]=[CH:6][C:5]([C:8]2[NH:9][CH:10]=[CH:11][N:12]=2)=[CH:4][CH:3]=1.[B:13]1([B:13]2[O:17][C:16]([CH3:19])([CH3:18])[C:15]([CH3:21])([CH3:20])[O:14]2)[O:17][C:16]([CH3:19])([CH3:18])[C:15]([CH3:21])([CH3:20])[O:14]1.CC([O-])=O.[K+].CCOC(C)=O. The catalyst is CS(C)=O.C1C=CC(P(C2C=CC=CC=2)[C-]2C=CC=C2)=CC=1.C1C=CC(P(C2C=CC=CC=2)[C-]2C=CC=C2)=CC=1.Cl[Pd]Cl.[Fe+2].C(Cl)Cl. The product is [CH3:20][C:15]1([CH3:21])[C:16]([CH3:19])([CH3:18])[O:17][B:13]([C:2]2[CH:7]=[CH:6][C:5]([C:8]3[NH:9][CH:10]=[CH:11][N:12]=3)=[CH:4][CH:3]=2)[O:14]1. The yield is 0.360.